From a dataset of Catalyst prediction with 721,799 reactions and 888 catalyst types from USPTO. Predict which catalyst facilitates the given reaction. Reactant: N1([C:6]([N:8]2[CH:12]=[CH:11][N:10]=C2)=[S:7])C=CN=C1.N1C=CN=C1.[CH3:18][O:19][C:20]1[C:21]([N:33]2[CH2:38][CH2:37][O:36][CH2:35][CH2:34]2)=[N:22][C:23]([C:26]2[CH:31]=[CH:30][C:29]([NH2:32])=[CH:28][CH:27]=2)=[N:24][CH:25]=1.[C:39]1(N)[C:40](N)=CC=[CH:43][CH:44]=1. Product: [NH2:10][C:11]1[CH:43]=[CH:44][CH:39]=[CH:40][C:12]=1[NH:8][C:6]([NH:32][C:29]1[CH:30]=[CH:31][C:26]([C:23]2[N:22]=[C:21]([N:33]3[CH2:38][CH2:37][O:36][CH2:35][CH2:34]3)[C:20]([O:19][CH3:18])=[CH:25][N:24]=2)=[CH:27][CH:28]=1)=[S:7]. The catalyst class is: 759.